From a dataset of Forward reaction prediction with 1.9M reactions from USPTO patents (1976-2016). Predict the product of the given reaction. (1) Given the reactants Cl.[F:2][C:3]1[CH:4]=[C:5]([S:9]([C:12]2[CH:13]=[C:14]3[C:19](=[CH:20][CH:21]=2)[C@H:18]([CH2:22][NH:23][CH3:24])[CH2:17][CH2:16][CH2:15]3)(=[O:11])=[O:10])[CH:6]=[CH:7][CH:8]=1.[CH3:25][S:26](Cl)(=[O:28])=[O:27], predict the reaction product. The product is: [F:2][C:3]1[CH:4]=[C:5]([S:9]([C:12]2[CH:13]=[C:14]3[C:19](=[CH:20][CH:21]=2)[C@H:18]([CH2:22][N:23]([CH3:24])[S:26]([CH3:25])(=[O:28])=[O:27])[CH2:17][CH2:16][CH2:15]3)(=[O:11])=[O:10])[CH:6]=[CH:7][CH:8]=1. (2) Given the reactants [Cl:1][C:2]1[CH:19]=[CH:18][C:17]([Cl:20])=[CH:16][C:3]=1[CH2:4][N:5]1[CH2:10][CH2:9][NH:8][C:7]2[N:11]=[CH:12][C:13](I)=[CH:14][C:6]1=2.[N:21]1([CH:26]2[CH2:31][CH2:30][N:29]([C:32]([C:34]3[CH:39]=[CH:38][C:37](B4OC(C)(C)C(C)(C)O4)=[CH:36][CH:35]=3)=[O:33])[CH2:28][CH2:27]2)[CH2:25][CH2:24][CH2:23][CH2:22]1, predict the reaction product. The product is: [Cl:1][C:2]1[CH:19]=[CH:18][C:17]([Cl:20])=[CH:16][C:3]=1[CH2:4][N:5]1[CH2:10][CH2:9][NH:8][C:7]2[N:11]=[CH:12][C:13]([C:37]3[CH:38]=[CH:39][C:34]([C:32]([N:29]4[CH2:28][CH2:27][CH:26]([N:21]5[CH2:22][CH2:23][CH2:24][CH2:25]5)[CH2:31][CH2:30]4)=[O:33])=[CH:35][CH:36]=3)=[CH:14][C:6]1=2. (3) Given the reactants C1(C(=[N:14][CH:15]([CH2:18][C:19]2[CH:24]=[CH:23][C:22]([F:25])=[CH:21][CH:20]=2)[C:16]#[N:17])C2C=CC=CC=2)C=CC=CC=1.[ClH:26].O, predict the reaction product. The product is: [ClH:26].[NH2:14][CH:15]([CH2:18][C:19]1[CH:20]=[CH:21][C:22]([F:25])=[CH:23][CH:24]=1)[C:16]#[N:17]. (4) The product is: [CH3:1][O:2][C:3](=[O:12])[C:4]1[CH:9]=[CH:8][CH:7]=[C:6]([CH:10]=[N:16][OH:17])[CH:5]=1. Given the reactants [CH3:1][O:2][C:3](=[O:12])[C:4]1[CH:9]=[CH:8][CH:7]=[C:6]([CH:10]=O)[CH:5]=1.CO.Cl.[NH2:16][OH:17], predict the reaction product. (5) Given the reactants [CH3:1][N:2]([CH3:10])[C:3]1[CH:8]=[CH:7][C:6]([NH2:9])=[CH:5][CH:4]=1.[S:11]([O-:15])([O-:14])(=[O:13])=[S:12], predict the reaction product. The product is: [NH2:9][C:6]1[CH:7]=[CH:8][C:3]([N:2]([CH3:10])[CH3:1])=[CH:4][C:5]=1[S:12][S:11](=[O:14])(=[O:13])[OH:15].